From a dataset of Full USPTO retrosynthesis dataset with 1.9M reactions from patents (1976-2016). Predict the reactants needed to synthesize the given product. (1) Given the product [NH2:26][CH:17]([C:14]1[CH:15]=[CH:16][C:11]([N:10]([CH2:9][CH2:8][O:7][CH3:6])[CH3:24])=[C:12]([C:20]([F:23])([F:22])[F:21])[CH:13]=1)[CH3:18], predict the reactants needed to synthesize it. The reactants are: C([O-])(=O)C.[NH4+].[CH3:6][O:7][CH2:8][CH2:9][N:10]([CH3:24])[C:11]1[CH:16]=[CH:15][C:14]([C:17](=O)[CH3:18])=[CH:13][C:12]=1[C:20]([F:23])([F:22])[F:21].C([BH3-])#[N:26].[Na+]. (2) Given the product [CH:1]1([CH2:4][C:5]2([CH:14]([NH2:15])[CH3:16])[CH2:6][CH:7]([CH2:9][S:10][CH2:11][CH2:12][CH3:13])[CH2:8]2)[CH2:2][CH2:3]1, predict the reactants needed to synthesize it. The reactants are: [CH:1]1([CH2:4][C:5]2([C:14]#[N:15])[CH2:8][CH:7]([CH2:9][S:10][CH2:11][CH2:12][CH3:13])[CH2:6]2)[CH2:3][CH2:2]1.[CH3:16][Mg]Br.[BH4-].[Na+].Cl.